From a dataset of Full USPTO retrosynthesis dataset with 1.9M reactions from patents (1976-2016). Predict the reactants needed to synthesize the given product. (1) The reactants are: CS([C:5]1(C)[C:8](=[C:9]([C:14]2[CH:19]=[C:18]([F:20])[CH:17]=[C:16]([F:21])[CH:15]=2)[S:10]([CH3:13])(=[O:12])=[O:11])[CH2:7][N:6]1[C@H:22]([C:30]1[CH:35]=[CH:34][C:33]([CH2:36]Cl)=[CH:32][CH:31]=1)[C:23]1[CH:28]=[CH:27][C:26]([Cl:29])=[CH:25][CH:24]=1)(=O)=O.[NH:39]1[CH2:44][CH2:43][S:42][CH2:41][CH2:40]1. Given the product [Cl:29][C:26]1[CH:27]=[CH:28][C:23]([C@@H:22]([C:30]2[CH:35]=[CH:34][C:33]([CH2:36][N:39]3[CH2:44][CH2:43][S:42][CH2:41][CH2:40]3)=[CH:32][CH:31]=2)[N:6]2[CH2:7][C:8](=[C:9]([C:14]3[CH:19]=[C:18]([F:20])[CH:17]=[C:16]([F:21])[CH:15]=3)[S:10]([CH3:13])(=[O:12])=[O:11])[CH2:5]2)=[CH:24][CH:25]=1, predict the reactants needed to synthesize it. (2) Given the product [OH:15][C:12]1([CH2:2][N:18]2[CH2:26][CH2:25][CH:21]([C:22]([NH2:24])=[O:23])[CH2:20][CH2:19]2)[CH2:13][CH2:14][O:9][CH2:10][CH2:11]1, predict the reactants needed to synthesize it. The reactants are: [I-].[CH3:2][S+](C)(C)=O.[OH-].[Na+].[O:9]1[CH2:14][CH2:13][C:12](=[O:15])[CH2:11][CH2:10]1.[Na+].[Cl-].[NH:18]1[CH2:26][CH2:25][CH:21]([C:22]([NH2:24])=[O:23])[CH2:20][CH2:19]1. (3) Given the product [C:32]([C:26]1[CH:27]=[C:28]2[C:23](=[CH:24][CH:25]=1)[C:22](=[O:36])[N:21]([C:7]1[C:6]([CH2:5][OH:4])=[C:11]([C:12]3[CH:16]=[C:15]([C:17]([NH2:18])=[O:19])[N:14]([CH3:20])[CH:13]=3)[CH:10]=[CH:9][CH:8]=1)[N:30]([CH3:31])[CH2:29]2)([CH3:35])([CH3:33])[CH3:34], predict the reactants needed to synthesize it. The reactants are: C([O:4][CH2:5][C:6]1[C:11]([C:12]2[CH:16]=[C:15]([C:17](=[O:19])[NH2:18])[N:14]([CH3:20])[CH:13]=2)=[CH:10][CH:9]=[CH:8][C:7]=1[N:21]1[N:30]([CH3:31])[CH2:29][C:28]2[C:23](=[CH:24][CH:25]=[C:26]([C:32]([CH3:35])([CH3:34])[CH3:33])[CH:27]=2)[C:22]1=[O:36])(=O)C.[OH-].[Na+]. (4) Given the product [N:27]1([C:25]([O:24][C:20]([CH3:22])([CH3:21])[CH3:23])=[O:26])[CH2:28][CH2:29][C:1]2([C:9]3[C:4](=[CH:5][CH:6]=[CH:7][CH:8]=3)[CH:3]=[CH:2]2)[CH2:32][CH2:31]1, predict the reactants needed to synthesize it. The reactants are: [CH2:1]1[C:9]2[C:4](=[CH:5][CH:6]=[CH:7][CH:8]=2)[CH:3]=[CH:2]1.C[Si](C)(C)[N-][Si](C)(C)C.[Li+].[C:20]([O:24][C:25]([N:27]([CH2:31][CH2:32]Cl)[CH2:28][CH2:29]Cl)=[O:26])([CH3:23])([CH3:22])[CH3:21]. (5) Given the product [C:30]([C:29]1[C:32]([N+:36]([O-:38])=[O:37])=[CH:33][CH:34]=[CH:35][C:28]=1[O:27][CH2:26][C:25]([NH:24][C:1](=[O:9])[C:2]1[CH:3]=[CH:4][N:5]=[CH:6][CH:7]=1)([CH3:40])[CH3:39])#[N:31], predict the reactants needed to synthesize it. The reactants are: [C:1]([OH:9])(=O)[C:2]1[CH:7]=[CH:6][N:5]=[CH:4][CH:3]=1.C(Cl)CCl.C1C=CC2N(O)N=NC=2C=1.[NH2:24][C:25]([CH3:40])([CH3:39])[CH2:26][O:27][C:28]1[CH:35]=[CH:34][CH:33]=[C:32]([N+:36]([O-:38])=[O:37])[C:29]=1[C:30]#[N:31].